This data is from Forward reaction prediction with 1.9M reactions from USPTO patents (1976-2016). The task is: Predict the product of the given reaction. Given the reactants C(OC(=O)[N:7]([CH:15]1[CH2:17][CH2:16]1)[C@@H:8]1[CH2:13][CH2:12][NH:11][CH2:10][C@@H:9]1[F:14])(C)(C)C.Cl[C:20]1[N:25]=[CH:24][C:23]([CH2:26][CH3:27])=[CH:22][N:21]=1, predict the reaction product. The product is: [CH:15]1([NH:7][C@@H:8]2[CH2:13][CH2:12][N:11]([C:20]3[N:25]=[CH:24][C:23]([CH2:26][CH3:27])=[CH:22][N:21]=3)[CH2:10][C@@H:9]2[F:14])[CH2:16][CH2:17]1.